Dataset: Forward reaction prediction with 1.9M reactions from USPTO patents (1976-2016). Task: Predict the product of the given reaction. (1) Given the reactants O.O.[Sn](Cl)Cl.[N+:6]([C:9]1[CH:10]=[C:11]([C:19]([F:22])([F:21])[F:20])[C:12]([CH:15]([CH3:18])[C:16]#[N:17])=[N:13][CH:14]=1)([O-])=O, predict the reaction product. The product is: [NH2:6][C:9]1[CH:10]=[C:11]([C:19]([F:22])([F:20])[F:21])[C:12]([CH:15]([CH3:18])[C:16]#[N:17])=[N:13][CH:14]=1. (2) Given the reactants [F:1][C:2]1[CH:7]=[C:6]([F:8])[CH:5]=[CH:4][C:3]=1[N:9]1[C:13]([C:14]2[S:23][C:22]3[C:21]4[N:24]=[C:25]([C:28]5[CH:29]=[N:30][C:31](F)=[CH:32][CH:33]=5)[CH:26]=[CH:27][C:20]=4[O:19][CH2:18][CH2:17][C:16]=3[CH:15]=2)=[N:12][CH:11]=[N:10]1.[CH3:35][CH2:36][N:37]([CH:41](C)C)[CH:38](C)C.C[N:45]1C(=O)CCC1, predict the reaction product. The product is: [F:1][C:2]1[CH:7]=[C:6]([F:8])[CH:5]=[CH:4][C:3]=1[N:9]1[C:13]([C:14]2[S:23][C:22]3[C:21]4[N:24]=[C:25]([C:28]5[CH:33]=[CH:32][C:31]([NH:45][CH2:35][CH2:36][N:37]([CH3:41])[CH3:38])=[N:30][CH:29]=5)[CH:26]=[CH:27][C:20]=4[O:19][CH2:18][CH2:17][C:16]=3[CH:15]=2)=[N:12][CH:11]=[N:10]1. (3) The product is: [F:29][C:30]1[CH:39]=[CH:38][C:37]([F:40])=[C:36]2[C:31]=1[CH:32]=[N:33][C:34]([CH3:41])=[N:35]2. Given the reactants OO.N1C2C(=CC=CC=2)C(=O)C1=O.[OH-].[Na+].Cl.FC1C=CC(F)=C(C(O)=O)C=1N.[F:29][C:30]1[CH:39]=[CH:38][C:37]([F:40])=[C:36]2[C:31]=1[C:32](=O)[NH:33][C:34]([CH3:41])=[N:35]2.P(Cl)(Cl)(Cl)(Cl)Cl.C([O-])(O)=O.[Na+], predict the reaction product. (4) The product is: [Cl:25][C:26]1[CH:31]=[CH:30][CH:29]=[CH:28][C:27]=1[C:2]1[CH:11]=[C:10]([C:12]([O:14][CH3:15])=[O:13])[CH:9]=[C:8]2[C:3]=1[CH:4]=[CH:5][C:6](=[O:24])[N:7]2[C:16]1[C:21]([Cl:22])=[CH:20][CH:19]=[CH:18][C:17]=1[Cl:23]. Given the reactants Br[C:2]1[CH:11]=[C:10]([C:12]([O:14][CH3:15])=[O:13])[CH:9]=[C:8]2[C:3]=1[CH:4]=[CH:5][C:6](=[O:24])[N:7]2[C:16]1[C:21]([Cl:22])=[CH:20][CH:19]=[CH:18][C:17]=1[Cl:23].[Cl:25][C:26]1[CH:31]=[CH:30][CH:29]=[CH:28][C:27]=1B(O)O.C(=O)([O-])[O-].[Na+].[Na+], predict the reaction product. (5) Given the reactants CC1(C)[O:6][C@@H:5]([CH2:7][O:8][C:9]2[CH:10]=[C:11]([C:15]3[CH:16]=[CH:17][C:18]4[N:19]([C:21]([C:25]([NH:27][C:28]5[CH:33]=[CH:32][CH:31]=[CH:30][N:29]=5)=[O:26])=[C:22]([CH3:24])[N:23]=4)[N:20]=3)[CH:12]=[CH:13][CH:14]=2)[CH2:4][O:3]1.Cl, predict the reaction product. The product is: [OH:6][C@H:5]([CH2:4][OH:3])[CH2:7][O:8][C:9]1[CH:10]=[C:11]([C:15]2[CH:16]=[CH:17][C:18]3[N:19]([C:21]([C:25]([NH:27][C:28]4[CH:33]=[CH:32][CH:31]=[CH:30][N:29]=4)=[O:26])=[C:22]([CH3:24])[N:23]=3)[N:20]=2)[CH:12]=[CH:13][CH:14]=1. (6) Given the reactants [O:1]=[C:2]([N:10]1[CH2:14][CH2:13][CH2:12][C@H:11]1[C:15]([OH:17])=[O:16])[C:3](=[O:9])[C:4]([CH3:8])([CH3:7])[CH2:5][CH3:6].[CH2:18](O)[CH2:19][C:20]1[CH:25]=[CH:24][CH:23]=[CH:22][CH:21]=1.C1(N=C=NC2CCCCC2)CCCCC1.C12(CS(O)(=O)=O)C(C)(C)C(CC1)CC2=O, predict the reaction product. The product is: [CH3:8][C:4]([CH3:7])([CH2:5][CH3:6])[C:3](=[O:9])[C:2]([N:10]1[CH2:14][CH2:13][CH2:12][C@H:11]1[C:15]([O:17][CH2:18][CH2:19][C:20]1[CH:25]=[CH:24][CH:23]=[CH:22][CH:21]=1)=[O:16])=[O:1]. (7) Given the reactants [Cl:1][C:2]1[CH:3]=[N:4][CH:5]=[C:6]([F:9])[C:7]=1I.CC1(C)C(C)(C)OB([C:18]2[CH2:19][CH2:20][N:21]([C:24]([O:26][C:27]([CH3:30])([CH3:29])[CH3:28])=[O:25])[CH2:22][CH:23]=2)O1.C([O-])([O-])=O.[Na+].[Na+], predict the reaction product. The product is: [Cl:1][C:2]1[CH:3]=[N:4][CH:5]=[C:6]([F:9])[C:7]=1[C:18]1[CH2:23][CH2:22][N:21]([C:24]([O:26][C:27]([CH3:30])([CH3:29])[CH3:28])=[O:25])[CH2:20][CH:19]=1. (8) Given the reactants [CH:1]1([O:7][CH2:8][C@H:9]2[CH2:14][C@@H:13]([C:15](=[O:22])[CH2:16][C:17](OCC)=[O:18])[CH2:12][CH2:11][N:10]2[C:23]([O:25][CH3:26])=[O:24])[CH2:6][CH2:5][CH2:4][CH2:3][CH2:2]1.[OH-].[Na+].[NH2:29]O.Cl, predict the reaction product. The product is: [CH:1]1([O:7][CH2:8][C@H:9]2[CH2:14][C@@H:13]([C:15]3[O:22][NH:29][C:17](=[O:18])[CH:16]=3)[CH2:12][CH2:11][N:10]2[C:23]([O:25][CH3:26])=[O:24])[CH2:6][CH2:5][CH2:4][CH2:3][CH2:2]1.